This data is from Forward reaction prediction with 1.9M reactions from USPTO patents (1976-2016). The task is: Predict the product of the given reaction. (1) Given the reactants [F:1][C:2]([F:28])([F:27])[C:3]1[CH:4]=[C:5]([CH:24]=[CH:25][CH:26]=1)[CH2:6][N:7]1[CH2:11][C@H:10]2[C@H:12]([NH:15][C:16](=[O:23])[C@H:17]([CH2:19][CH:20]([CH3:22])[CH3:21])[NH2:18])[CH2:13][CH2:14][C@H:9]2[CH2:8]1.[N:29]([C:32]([CH3:35])([CH3:34])[CH3:33])=[C:30]=[O:31], predict the reaction product. The product is: [C:32]([NH:29][C:30]([NH:18][C@H:17]([C:16]([NH:15][C@H:12]1[C@H:10]2[C@H:9]([CH2:8][N:7]([CH2:6][C:5]3[CH:24]=[CH:25][CH:26]=[C:3]([C:2]([F:27])([F:1])[F:28])[CH:4]=3)[CH2:11]2)[CH2:14][CH2:13]1)=[O:23])[CH2:19][CH:20]([CH3:21])[CH3:22])=[O:31])([CH3:35])([CH3:34])[CH3:33]. (2) Given the reactants [Cl:1][C:2]1[CH:3]=[N:4][C:5]([NH:11][CH2:12][CH2:13][O:14][CH2:15][CH3:16])=[C:6]([CH:10]=1)[C:7]([OH:9])=O.[CH3:17][C:18]([NH2:22])([C:20]#[CH:21])[CH3:19].C1C=CC2N(O)N=NC=2C=1.CCN=C=NCCCN(C)C.CCN(C(C)C)C(C)C, predict the reaction product. The product is: [Cl:1][C:2]1[CH:3]=[N:4][C:5]([NH:11][CH2:12][CH2:13][O:14][CH2:15][CH3:16])=[C:6]([CH:10]=1)[C:7]([NH:22][C:18]([CH3:19])([C:20]#[CH:21])[CH3:17])=[O:9]. (3) The product is: [CH3:39][C:7]1[CH:8]=[C:9]([O:35][CH2:36][CH2:37][CH3:38])[CH:10]=[C:11]([O:12][CH2:13][C:14]2[CH:19]=[CH:18][C:17]([O:20][CH2:21][CH2:22][C:23]3[N:24]=[C:25]([C:29]4[CH:34]=[CH:33][CH:32]=[CH:31][CH:30]=4)[O:26][C:27]=3[CH3:28])=[CH:16][CH:15]=2)[C:6]=1[C:5]([OH:40])=[O:4]. Given the reactants C([O:4][C:5](=[O:40])[C:6]1[C:11]([O:12][CH2:13][C:14]2[CH:19]=[CH:18][C:17]([O:20][CH2:21][CH2:22][C:23]3[N:24]=[C:25]([C:29]4[CH:34]=[CH:33][CH:32]=[CH:31][CH:30]=4)[O:26][C:27]=3[CH3:28])=[CH:16][CH:15]=2)=[CH:10][C:9]([O:35][CH2:36][CH2:37][CH3:38])=[CH:8][C:7]=1[CH3:39])C=C.C1([SiH3])C=CC=CC=1, predict the reaction product. (4) Given the reactants [CH2:1]([O:8][C:9]([NH:11][C@@H:12]([CH2:16][C:17]1[CH:22]=[CH:21][C:20]([C:23]2[N:28]=[CH:27][C:26]([C:29]3[CH:34]=[CH:33][C:32]([O:35][CH2:36][CH2:37][CH2:38][CH2:39][CH2:40][CH2:41][CH3:42])=[CH:31][CH:30]=3)=[CH:25][N:24]=2)=[CH:19][CH:18]=1)[C:13]([OH:15])=O)=[O:10])[C:2]1[CH:7]=[CH:6][CH:5]=[CH:4][CH:3]=1.Cl.[NH:44]1[CH2:48][CH2:47][CH2:46][C@H:45]1[C:49]([O:51][C:52]([CH3:55])([CH3:54])[CH3:53])=[O:50].CN(C(ON1N=NC2C=CC=NC1=2)=[N+](C)C)C.F[P-](F)(F)(F)(F)F.CC(=O)OCC, predict the reaction product. The product is: [CH2:1]([O:8][C:9]([NH:11][C@@H:12]([CH2:16][C:17]1[CH:18]=[CH:19][C:20]([C:23]2[N:28]=[CH:27][C:26]([C:29]3[CH:34]=[CH:33][C:32]([O:35][CH2:36][CH2:37][CH2:38][CH2:39][CH2:40][CH2:41][CH3:42])=[CH:31][CH:30]=3)=[CH:25][N:24]=2)=[CH:21][CH:22]=1)[C:13]([N:44]1[CH2:48][CH2:47][CH2:46][C@H:45]1[C:49]([O:51][C:52]([CH3:55])([CH3:54])[CH3:53])=[O:50])=[O:15])=[O:10])[C:2]1[CH:7]=[CH:6][CH:5]=[CH:4][CH:3]=1.